From a dataset of CYP1A2 inhibition data for predicting drug metabolism from PubChem BioAssay. Regression/Classification. Given a drug SMILES string, predict its absorption, distribution, metabolism, or excretion properties. Task type varies by dataset: regression for continuous measurements (e.g., permeability, clearance, half-life) or binary classification for categorical outcomes (e.g., BBB penetration, CYP inhibition). Dataset: cyp1a2_veith. (1) The drug is Cc1cc(Cl)ccc1Oc1ncc(-c2ccc(Cl)cc2)cn1. The result is 1 (inhibitor). (2) The compound is COc1ccccc1NC(=S)NC(=O)c1ccc(-c2ccc(Cl)cc2)o1. The result is 1 (inhibitor). (3) The compound is CCNc1ncc2nc(-c3ccc(F)cc3)c(=O)n(C)c2n1. The result is 1 (inhibitor). (4) The molecule is CCCCn1c(SCC(=O)N2CCCC2)nc2c1c(=O)n(C)c(=O)n2C. The result is 0 (non-inhibitor). (5) The compound is CC[N+](C)(CC)CCC[n+]1c(-c2ccccc2)c2cc(N)ccc2c2ccc(N)cc21. The result is 1 (inhibitor). (6) The drug is COc1cc(/C=C(/NC(=O)c2ccccc2Cl)C(=O)O)cc(OC)c1OC. The result is 0 (non-inhibitor). (7) The drug is Cc1cc(C)n(S(=O)(=O)Cc2ccccc2)n1. The result is 0 (non-inhibitor). (8) The drug is CC(=O)N[C@@H](CC(=O)O)C(=O)O. The result is 0 (non-inhibitor).